This data is from Catalyst prediction with 721,799 reactions and 888 catalyst types from USPTO. The task is: Predict which catalyst facilitates the given reaction. (1) Reactant: [CH3:1][O:2][C:3]1[CH:4]=[CH:5][C:6]2[NH:12][C:11](=[O:13])[N:10]([CH:14]3[CH2:19][CH2:18][NH:17][CH2:16][CH2:15]3)[CH2:9][CH2:8][C:7]=2[CH:20]=1.Cl[C:22]1[N:27]=[CH:26][N:25]=[C:24]([C:28]([C:30]2[CH:31]=[C:32]([CH3:39])[C:33]3[O:37][CH2:36][CH2:35][C:34]=3[CH:38]=2)=[O:29])[CH:23]=1.CCN(C(C)C)C(C)C. Product: [CH3:1][O:2][C:3]1[CH:4]=[CH:5][C:6]2[NH:12][C:11](=[O:13])[N:10]([CH:14]3[CH2:19][CH2:18][N:17]([C:22]4[CH:23]=[C:24]([C:28]([C:30]5[CH:31]=[C:32]([CH3:39])[C:33]6[O:37][CH2:36][CH2:35][C:34]=6[CH:38]=5)=[O:29])[N:25]=[CH:26][N:27]=4)[CH2:16][CH2:15]3)[CH2:9][CH2:8][C:7]=2[CH:20]=1. The catalyst class is: 517. (2) Product: [N:1]1[C:9]2[CH2:8][CH2:7][N:6]([C:21]([O:20][C:17]([CH3:19])([CH3:18])[CH3:16])=[O:22])[CH2:5][C:4]=2[NH:3][CH:2]=1. The catalyst class is: 38. Reactant: [N:1]1[C:9]2[CH2:8][CH2:7][NH:6][CH2:5][C:4]=2[NH:3][CH:2]=1.C([O-])([O-])=O.[Na+].[Na+].[CH3:16][C:17]([O:20][C:21](O[C:21]([O:20][C:17]([CH3:19])([CH3:18])[CH3:16])=[O:22])=[O:22])([CH3:19])[CH3:18]. (3) Reactant: [Cl:1][C:2]1[N:7]=[C:6]([CH2:8][OH:9])[CH:5]=[CH:4][C:3]=1[C:10]1[CH:15]=[C:14]([O:16][CH3:17])[CH:13]=[CH:12][C:11]=1[F:18].[C:19]([Si:23](Cl)([C:30]1[CH:35]=[CH:34][CH:33]=[CH:32][CH:31]=1)[C:24]1[CH:29]=[CH:28][CH:27]=[CH:26][CH:25]=1)([CH3:22])([CH3:21])[CH3:20].N1C=CN=C1.O. Product: [Si:23]([O:9][CH2:8][C:6]1[N:7]=[C:2]([Cl:1])[C:3]([C:10]2[CH:15]=[C:14]([O:16][CH3:17])[CH:13]=[CH:12][C:11]=2[F:18])=[CH:4][CH:5]=1)([C:19]([CH3:22])([CH3:21])[CH3:20])([C:30]1[CH:31]=[CH:32][CH:33]=[CH:34][CH:35]=1)[C:24]1[CH:29]=[CH:28][CH:27]=[CH:26][CH:25]=1. The catalyst class is: 3. (4) Reactant: [CH3:1][O:2][C:3]1[CH:4]=[C:5](/[C:11](=[CH:14]/[C:15]2[O:16][C:17]([C:20]3[CH:25]=[CH:24][CH:23]=[C:22]([N+:26]([O-])=O)[CH:21]=3)=[CH:18][CH:19]=2)/[C:12]#[N:13])[CH:6]=[CH:7][C:8]=1[O:9][CH3:10]. Product: [NH2:26][C:22]1[CH:21]=[C:20]([C:17]2[O:16][C:15](/[CH:14]=[C:11](/[C:5]3[CH:6]=[CH:7][C:8]([O:9][CH3:10])=[C:3]([O:2][CH3:1])[CH:4]=3)\[C:12]#[N:13])=[CH:19][CH:18]=2)[CH:25]=[CH:24][CH:23]=1. The catalyst class is: 763. (5) Reactant: Cl[C:2]1[N:3]=[CH:4][C:5]([C:8]([NH:10][C:11]2[NH:12][N:13]=[C:14]([O:16][CH2:17][C:18]3[CH:23]=[C:22]([O:24][CH3:25])[CH:21]=[C:20]([O:26][CH3:27])[CH:19]=3)[CH:15]=2)=[O:9])=[N:6][CH:7]=1.[CH2:28]1[NH:33][CH2:32][CH2:31][N:30]2[CH2:34][CH2:35][CH2:36][CH:29]12. Product: [CH2:28]1[CH:29]2[CH2:36][CH2:35][CH2:34][N:30]2[CH2:31][CH2:32][N:33]1[C:2]1[N:3]=[CH:4][C:5]([C:8]([NH:10][C:11]2[NH:12][N:13]=[C:14]([O:16][CH2:17][C:18]3[CH:23]=[C:22]([O:24][CH3:25])[CH:21]=[C:20]([O:26][CH3:27])[CH:19]=3)[CH:15]=2)=[O:9])=[N:6][CH:7]=1. The catalyst class is: 16. (6) Reactant: Br[C:2]1[CH:3]=[C:4]([C:8]2[O:9][C:10]3[CH:16]=[CH:15][CH:14]=[CH:13][C:11]=3[N:12]=2)[CH:5]=[CH:6][CH:7]=1.[B:17]1([B:17]2[O:21][C:20]([CH3:23])([CH3:22])[C:19]([CH3:25])([CH3:24])[O:18]2)[O:21][C:20]([CH3:23])([CH3:22])[C:19]([CH3:25])([CH3:24])[O:18]1.C([O-])(=O)C.[K+]. Product: [CH3:24][C:19]1([CH3:25])[C:20]([CH3:23])([CH3:22])[O:21][B:17]([C:2]2[CH:3]=[C:4]([C:8]3[O:9][C:10]4[CH:16]=[CH:15][CH:14]=[CH:13][C:11]=4[N:12]=3)[CH:5]=[CH:6][CH:7]=2)[O:18]1. The catalyst class is: 294. (7) Reactant: [C:1]1([CH:7]2[CH2:16][CH2:15][C:14]3[C:9](=[CH:10][CH:11]=[C:12]([O:17][C:18]4[CH:24]=[CH:23][CH:22]=[CH:21][C:19]=4[NH2:20])[CH:13]=3)[O:8]2)[CH:6]=[CH:5][CH:4]=[CH:3][CH:2]=1.[C:25](OC(=O)C)(=[O:27])[CH3:26]. Product: [C:25]([NH:20][C:19]1[CH:21]=[CH:22][CH:23]=[CH:24][C:18]=1[O:17][C:12]1[CH:13]=[C:14]2[C:9](=[CH:10][CH:11]=1)[O:8][CH:7]([C:1]1[CH:2]=[CH:3][CH:4]=[CH:5][CH:6]=1)[CH2:16][CH2:15]2)(=[O:27])[CH3:26]. The catalyst class is: 383.